This data is from Forward reaction prediction with 1.9M reactions from USPTO patents (1976-2016). The task is: Predict the product of the given reaction. (1) Given the reactants [Br:1][C:2]1[CH:3]=[C:4]([N:8]2[C:16]3[C:11](=[CH:12][C:13](I)=[CH:14][CH:15]=3)[C:10]([C:18]([O:20][CH3:21])=[O:19])=[N:9]2)[CH:5]=[CH:6][CH:7]=1.COCCOC.O.[CH3:29][N:30]1[CH:34]=[C:33](B2OC(C)(C)C(C)(C)O2)[CH:32]=[N:31]1.[Cl-].[Li+].C(=O)([O-])[O-].[Na+].[Na+], predict the reaction product. The product is: [Br:1][C:2]1[CH:3]=[C:4]([N:8]2[C:16]3[C:11](=[CH:12][C:13]([C:33]4[CH:32]=[N:31][N:30]([CH3:29])[CH:34]=4)=[CH:14][CH:15]=3)[C:10]([C:18]([O:20][CH3:21])=[O:19])=[N:9]2)[CH:5]=[CH:6][CH:7]=1. (2) Given the reactants Br[C:2]1[CH:7]=[CH:6][C:5]([S:8]([NH:11][C:12]([CH3:15])([CH3:14])[CH3:13])(=[O:10])=[O:9])=[C:4]([O:16][CH3:17])[CH:3]=1.BrC1C=C(OC)C=CC=1S(NC(C)(C)C)(=O)=O.[B:35]1([B:35]2[O:39][C:38]([CH3:41])([CH3:40])[C:37]([CH3:43])([CH3:42])[O:36]2)[O:39][C:38]([CH3:41])([CH3:40])[C:37]([CH3:43])([CH3:42])[O:36]1.C([O-])(=O)C.[K+], predict the reaction product. The product is: [C:12]([NH:11][S:8]([C:5]1[CH:6]=[CH:7][C:2]([B:35]2[O:39][C:38]([CH3:41])([CH3:40])[C:37]([CH3:43])([CH3:42])[O:36]2)=[CH:3][C:4]=1[O:16][CH3:17])(=[O:10])=[O:9])([CH3:15])([CH3:14])[CH3:13]. (3) Given the reactants [CH3:1][O:2][C@@H:3]1[C@@H:29]([CH2:30][O:31]C(=O)C2C=CC=CC=2)[O:28][C@@H:6]([O:7][C:8]2[CH:13]=[C:12]([CH2:14][O:15]C(=O)C)[CH:11]=[CH:10][C:9]=2[CH2:19][C:20]2[CH:25]=[CH:24][C:23]([CH2:26][CH3:27])=[CH:22][CH:21]=2)[C@H:5]([O:40]C(=O)C2C=CC=CC=2)[C@H:4]1[O:49]C(=O)C1C=CC=CC=1.C(=O)([O-])[O-].[K+].[K+].CO.COC[C@H]1O[C@@H](OC2C=C(CO)C=CC=2CC2C=CC(CC)=CC=2)[C@H](O)[C@@H](O)[C@@H]1O, predict the reaction product. The product is: [CH3:1][O:2][C@@H:3]1[C@@H:29]([CH2:30][OH:31])[O:28][C@@H:6]([O:7][C:8]2[CH:13]=[C:12]([CH2:14][OH:15])[CH:11]=[CH:10][C:9]=2[CH2:19][C:20]2[CH:25]=[CH:24][C:23]([CH2:26][CH3:27])=[CH:22][CH:21]=2)[C@H:5]([OH:40])[C@H:4]1[OH:49]. (4) Given the reactants N1C=CC=CC=1.[CH3:7][N:8]([CH:18]1[CH:23]([CH3:24])[CH2:22][CH2:21][NH:20][CH2:19]1)[C:9]1[C:10]2[CH:17]=[CH:16][NH:15][C:11]=2[N:12]=[CH:13][N:14]=1.[CH3:25][O:26][C:27]1[CH:32]=[CH:31][C:30]([S:33](Cl)(=[O:35])=[O:34])=[CH:29][CH:28]=1, predict the reaction product. The product is: [CH3:25][O:26][C:27]1[CH:28]=[CH:29][C:30]([S:33]([N:20]2[CH2:21][CH2:22][CH:23]([CH3:24])[CH:18]([N:8]([CH3:7])[C:9]3[C:10]4[CH:17]=[CH:16][NH:15][C:11]=4[N:12]=[CH:13][N:14]=3)[CH2:19]2)(=[O:35])=[O:34])=[CH:31][CH:32]=1. (5) Given the reactants [C:1]([O:5][C:6]([N:8]1[CH2:13][CH2:12][N:11]([C:14]2[S:15][C:16](Br)=[CH:17][N:18]=2)[CH2:10][CH2:9]1)=[O:7])([CH3:4])([CH3:3])[CH3:2].[N:20]1[CH:25]=[CH:24][CH:23]=[CH:22][C:21]=1[S:26][S:26][C:21]1[CH:22]=[CH:23][CH:24]=[CH:25][N:20]=1, predict the reaction product. The product is: [C:1]([O:5][C:6]([N:8]1[CH2:13][CH2:12][N:11]([C:14]2[S:15][C:16]([S:26][C:21]3[CH:22]=[CH:23][CH:24]=[CH:25][N:20]=3)=[CH:17][N:18]=2)[CH2:10][CH2:9]1)=[O:7])([CH3:4])([CH3:3])[CH3:2]. (6) The product is: [CH2:21]([N:8]([C:6]1[CH:5]=[CH:4][N:3]=[C:2]([NH:23][C@H:24]2[CH2:29][CH2:28][C@H:27]([OH:30])[CH2:26][CH2:25]2)[N:7]=1)[C:9]([C:11]1[CH:20]=[CH:19][C:18]2[C:13](=[CH:14][CH:15]=[CH:16][CH:17]=2)[CH:12]=1)=[O:10])[CH3:22]. Given the reactants Cl[C:2]1[N:7]=[C:6]([N:8]([CH2:21][CH3:22])[C:9]([C:11]2[CH:20]=[CH:19][C:18]3[C:13](=[CH:14][CH:15]=[CH:16][CH:17]=3)[CH:12]=2)=[O:10])[CH:5]=[CH:4][N:3]=1.[NH2:23][C@H:24]1[CH2:29][CH2:28][C@H:27]([OH:30])[CH2:26][CH2:25]1.C(O)(C(F)(F)F)=O, predict the reaction product. (7) Given the reactants [CH3:1][S:2]([C:5]1[CH:10]=[CH:9][C:8]([C:11]2[CH:12]=[C:13]3[CH2:27][C:18]4([CH2:26][C:20]5([CH2:25][CH2:24][NH:23][CH2:22][CH2:21]5)[CH2:19]4)[O:17][C:14]3=[CH:15][N:16]=2)=[CH:7][CH:6]=1)(=[O:4])=[O:3].Br[C:29]1[N:34]=[CH:33][C:32]([CH3:35])=[CH:31][N:30]=1, predict the reaction product. The product is: [CH3:35][C:32]1[CH:31]=[N:30][C:29]([N:23]2[CH2:22][CH2:21][C:20]3([CH2:26][C:18]4([O:17][C:14]5=[CH:15][N:16]=[C:11]([C:8]6[CH:9]=[CH:10][C:5]([S:2]([CH3:1])(=[O:4])=[O:3])=[CH:6][CH:7]=6)[CH:12]=[C:13]5[CH2:27]4)[CH2:19]3)[CH2:25][CH2:24]2)=[N:34][CH:33]=1. (8) Given the reactants [CH2:1]([C:3]1[S:4][C:5]2[C:15]([N:16]=1)=[CH:14][C:8]1[CH2:9][CH2:10][NH:11][CH2:12][CH2:13][C:7]=1[CH:6]=2)[CH3:2].[Cl:17][CH2:18][CH2:19][CH2:20][S:21][C:22]1[N:26]([CH3:27])[C:25]([C:28]2[O:32][CH:31]=[N:30][C:29]=2[CH3:33])=[N:24][N:23]=1, predict the reaction product. The product is: [ClH:17].[CH2:1]([C:3]1[S:4][C:5]2[C:15]([N:16]=1)=[CH:14][C:8]1[CH2:9][CH2:10][N:11]([CH2:18][CH2:19][CH2:20][S:21][C:22]3[N:26]([CH3:27])[C:25]([C:28]4[O:32][CH:31]=[N:30][C:29]=4[CH3:33])=[N:24][N:23]=3)[CH2:12][CH2:13][C:7]=1[CH:6]=2)[CH3:2]. (9) Given the reactants C([O:6][CH2:7][CH3:8])(=O)C(C)O.[CH:9]([OH:12])(C)[CH3:10].F[P-](F)(F)(F)(F)F.[N:20]1([O:29][P+:30](N2CCCC2)(N2CCCC2)N2CCCC2)[C:24]2C=[CH:26][CH:27]=[CH:28][C:23]=2N=N1.C(N(C(C)C)CC)(C)C, predict the reaction product. The product is: [NH:20]1[CH:26]=[CH:27][CH2:28][CH2:23][CH2:24]1.[PH:30](=[O:29])([O:6][CH2:7][CH3:8])[O:12][CH2:9][CH3:10]. (10) Given the reactants C([O:8][N:9]([CH2:12][C@@H:13]([CH2:17][CH2:18][CH2:19][CH3:20])[C:14](O)=[O:15])[CH:10]=[O:11])C1C=CC=CC=1.[CH3:21][N:22]1[CH2:27][CH2:26][N:25]([C:28]2[CH:41]=[CH:40][C:31]3[NH:32][C:33]([C@@H:35]4[CH2:39][CH2:38][CH2:37][NH:36]4)=[N:34][C:30]=3[CH:29]=2)[CH2:24][CH2:23]1, predict the reaction product. The product is: [OH:8][N:9]([CH2:12][C@H:13]([C:14]([N:36]1[CH2:37][CH2:38][CH2:39][C@H:35]1[C:33]1[NH:32][C:31]2[CH:40]=[CH:41][C:28]([N:25]3[CH2:24][CH2:23][N:22]([CH3:21])[CH2:27][CH2:26]3)=[CH:29][C:30]=2[N:34]=1)=[O:15])[CH2:17][CH2:18][CH2:19][CH3:20])[CH:10]=[O:11].